This data is from Forward reaction prediction with 1.9M reactions from USPTO patents (1976-2016). The task is: Predict the product of the given reaction. (1) Given the reactants [OH:1]OS([O-])=O.[K+].[Br:7][C:8]1[CH:32]=[CH:31][C:11]([NH:12][C:13]2[C:22]3[C:17](=[CH:18][C:19]([O:25][CH2:26][CH2:27][S:28][CH2:29][CH3:30])=[C:20]([O:23][CH3:24])[CH:21]=3)[N:16]=[CH:15][N:14]=2)=[C:10]([F:33])[CH:9]=1, predict the reaction product. The product is: [Br:7][C:8]1[CH:32]=[CH:31][C:11]([NH:12][C:13]2[C:22]3[C:17](=[CH:18][C:19]([O:25][CH2:26][CH2:27][S:28]([CH2:29][CH3:30])=[O:1])=[C:20]([O:23][CH3:24])[CH:21]=3)[N:16]=[CH:15][N:14]=2)=[C:10]([F:33])[CH:9]=1. (2) Given the reactants [C:1]([C:3]1[CH:8]=[C:7]([O:9][C:10]2[CH:15]=[C:14]([F:16])[C:13]([NH:17][C:18]([NH:20][C:21]3[CH:34]=[CH:33][C:24]4[O:25][C:26]([F:32])([F:31])[O:27][C:28]([F:30])([F:29])[C:23]=4[CH:22]=3)=[O:19])=[C:12]([F:35])[CH:11]=2)[CH:6]=[CH:5][N:4]=1)#[N:2].C([O-])([O-])=[O:37].C([O-])([O-])=O.OO.OO.OO.[Na+].[Na+].[Na+].[Na+], predict the reaction product. The product is: [F:35][C:12]1[CH:11]=[C:10]([CH:15]=[C:14]([F:16])[C:13]=1[NH:17][C:18]([NH:20][C:21]1[CH:34]=[CH:33][C:24]2[O:25][C:26]([F:31])([F:32])[O:27][C:28]([F:29])([F:30])[C:23]=2[CH:22]=1)=[O:19])[O:9][C:7]1[CH:6]=[CH:5][N:4]=[C:3]([C:1]([NH2:2])=[O:37])[CH:8]=1.